This data is from Reaction yield outcomes from USPTO patents with 853,638 reactions. The task is: Predict the reaction yield, written as a fraction of the theoretical maximum amount of product (1.0 means a 100% yield; for example, 0.34 means a 34% yield). (1) The reactants are [Cl:1][C:2]1[CH:3]=[C:4]([C:9]2[O:13][N:12]=[CH:11][C:10]=2[CH2:14][CH2:15][C:16]([OH:18])=[O:17])[CH:5]=[C:6]([Cl:8])[CH:7]=1.S(=O)(=O)(O)O.[CH3:24]O. No catalyst specified. The product is [Cl:1][C:2]1[CH:3]=[C:4]([C:9]2[O:13][N:12]=[CH:11][C:10]=2[CH2:14][CH2:15][C:16]([O:18][CH3:24])=[O:17])[CH:5]=[C:6]([Cl:8])[CH:7]=1. The yield is 0.990. (2) The reactants are [CH2:1]([O:8][C:9]1[N:18]=[C:17]([C:19]2[CH:20]=[C:21]3[C:25](=[CH:26][CH:27]=2)[N:24]([CH3:28])[CH:23]=[C:22]3[C:29]#[N:30])[C:16]([CH2:31][CH3:32])=[C:15]([O:33][CH2:34][C:35]2[CH:40]=[CH:39][CH:38]=[CH:37][CH:36]=2)[C:10]=1[C:11]([O:13][CH3:14])=[O:12])[C:2]1[CH:7]=[CH:6][CH:5]=[CH:4][CH:3]=1.[Li+].CC([N-]C(C)C)C.[Cl:49]C(Cl)(Cl)C(Cl)(Cl)Cl. The catalyst is C1COCC1. The product is [CH2:1]([O:8][C:9]1[N:18]=[C:17]([C:19]2[CH:20]=[C:21]3[C:25](=[CH:26][CH:27]=2)[N:24]([CH3:28])[C:23]([Cl:49])=[C:22]3[C:29]#[N:30])[C:16]([CH2:31][CH3:32])=[C:15]([O:33][CH2:34][C:35]2[CH:36]=[CH:37][CH:38]=[CH:39][CH:40]=2)[C:10]=1[C:11]([O:13][CH3:14])=[O:12])[C:2]1[CH:7]=[CH:6][CH:5]=[CH:4][CH:3]=1. The yield is 0.820. (3) The reactants are C[O:2][C:3](=[O:37])[CH2:4][C:5]1[S:6][C:7]([C:10]2[CH:15]=[CH:14][CH:13]=[CH:12][C:11]=2[NH:16][C:17]([C:19]2[C:20]([C:25]3[CH:30]=[C:29]([O:31][CH3:32])[C:28]([O:33][CH3:34])=[C:27]([O:35][CH3:36])[CH:26]=3)=[CH:21][CH:22]=[CH:23][CH:24]=2)=[O:18])=[CH:8][CH:9]=1.[Li+].[OH-].Cl. The catalyst is CC#N. The product is [CH3:32][O:31][C:29]1[CH:30]=[C:25]([C:20]2[C:19]([C:17]([NH:16][C:11]3[CH:12]=[CH:13][CH:14]=[CH:15][C:10]=3[C:7]3[S:6][C:5]([CH2:4][C:3]([OH:37])=[O:2])=[CH:9][CH:8]=3)=[O:18])=[CH:24][CH:23]=[CH:22][CH:21]=2)[CH:26]=[C:27]([O:35][CH3:36])[C:28]=1[O:33][CH3:34]. The yield is 0.990. (4) The reactants are [CH3:1][S:2][C:3]1[CH:8]=[CH:7][C:6]([SH:9])=[CH:5][CH:4]=1.[H-].[Na+].[CH3:12][C:13]1([CH2:26][CH2:27]OS(C2C=CC(C)=CC=2)(=O)=O)[CH2:18][CH2:17][N:16]([C:19]([O:21][C:22]([CH3:25])([CH3:24])[CH3:23])=[O:20])[CH2:15][CH2:14]1. The catalyst is CN(C=O)C. The product is [CH3:12][C:13]1([CH2:26][CH2:27][S:9][C:6]2[CH:7]=[CH:8][C:3]([S:2][CH3:1])=[CH:4][CH:5]=2)[CH2:14][CH2:15][N:16]([C:19]([O:21][C:22]([CH3:23])([CH3:24])[CH3:25])=[O:20])[CH2:17][CH2:18]1. The yield is 0.820.